From a dataset of NCI-60 drug combinations with 297,098 pairs across 59 cell lines. Regression. Given two drug SMILES strings and cell line genomic features, predict the synergy score measuring deviation from expected non-interaction effect. (1) Drug 1: C1=CC(=C2C(=C1NCCNCCO)C(=O)C3=C(C=CC(=C3C2=O)O)O)NCCNCCO. Drug 2: CS(=O)(=O)CCNCC1=CC=C(O1)C2=CC3=C(C=C2)N=CN=C3NC4=CC(=C(C=C4)OCC5=CC(=CC=C5)F)Cl. Cell line: NCI-H226. Synergy scores: CSS=51.0, Synergy_ZIP=12.7, Synergy_Bliss=14.5, Synergy_Loewe=-9.04, Synergy_HSA=13.5. (2) Drug 1: C1CC(CNC1)C2=CC=C(C=C2)N3C=C4C=CC=C(C4=N3)C(=O)N. Drug 2: CC1CCC2CC(C(=CC=CC=CC(CC(C(=O)C(C(C(=CC(C(=O)CC(OC(=O)C3CCCCN3C(=O)C(=O)C1(O2)O)C(C)CC4CCC(C(C4)OC)OP(=O)(C)C)C)C)O)OC)C)C)C)OC. Cell line: SK-OV-3. Synergy scores: CSS=22.4, Synergy_ZIP=0.585, Synergy_Bliss=4.06, Synergy_Loewe=-3.29, Synergy_HSA=7.95. (3) Drug 1: C1CN1C2=NC(=NC(=N2)N3CC3)N4CC4. Drug 2: CCC1(C2=C(COC1=O)C(=O)N3CC4=CC5=C(C=CC(=C5CN(C)C)O)N=C4C3=C2)O.Cl. Cell line: RPMI-8226. Synergy scores: CSS=51.0, Synergy_ZIP=0.569, Synergy_Bliss=0.253, Synergy_Loewe=0.365, Synergy_HSA=3.54. (4) Drug 1: C1=NC2=C(N=C(N=C2N1C3C(C(C(O3)CO)O)F)Cl)N. Drug 2: C(CN)CNCCSP(=O)(O)O. Cell line: HOP-62. Synergy scores: CSS=29.5, Synergy_ZIP=-2.82, Synergy_Bliss=-5.65, Synergy_Loewe=-80.2, Synergy_HSA=-3.35. (5) Drug 1: C1=C(C(=O)NC(=O)N1)N(CCCl)CCCl. Drug 2: CC1=C2C(C(=O)C3(C(CC4C(C3C(C(C2(C)C)(CC1OC(=O)C(C(C5=CC=CC=C5)NC(=O)OC(C)(C)C)O)O)OC(=O)C6=CC=CC=C6)(CO4)OC(=O)C)O)C)O. Cell line: CAKI-1. Synergy scores: CSS=57.2, Synergy_ZIP=-14.9, Synergy_Bliss=-7.12, Synergy_Loewe=-7.75, Synergy_HSA=-2.66.